Dataset: Forward reaction prediction with 1.9M reactions from USPTO patents (1976-2016). Task: Predict the product of the given reaction. (1) Given the reactants C(Cl)(=O)C(Cl)=O.CS(C)=O.[Cl:11][C:12]1[CH:29]=[CH:28][CH:27]=[C:26]([Cl:30])[C:13]=1[CH2:14][CH:15]1[CH2:19][CH2:18][N:17]([C:20]([CH3:24])([CH3:23])[CH2:21][OH:22])[C:16]1=[O:25].C(N(CC)CC)C, predict the reaction product. The product is: [Cl:11][C:12]1[CH:29]=[CH:28][CH:27]=[C:26]([Cl:30])[C:13]=1[CH2:14][CH:15]1[CH2:19][CH2:18][N:17]([C:20]([CH3:24])([CH3:23])[CH:21]=[O:22])[C:16]1=[O:25]. (2) Given the reactants [CH2:1]([O:3][C:4]([C:6]1[CH:7]=[N:8][C:9]2[C:14]([C:15]=1Cl)=[CH:13][CH:12]=[CH:11][C:10]=2[O:17][CH3:18])=[O:5])[CH3:2].[N:19]1([CH2:24][CH2:25][CH2:26][NH2:27])[CH2:23][CH2:22][CH2:21][CH2:20]1, predict the reaction product. The product is: [CH2:1]([O:3][C:4]([C:6]1[CH:7]=[N:8][C:9]2[C:14]([C:15]=1[NH:27][CH2:26][CH2:25][CH2:24][N:19]1[CH2:23][CH2:22][CH2:21][CH2:20]1)=[CH:13][CH:12]=[CH:11][C:10]=2[O:17][CH3:18])=[O:5])[CH3:2].